The task is: Regression/Classification. Given a drug SMILES string, predict its absorption, distribution, metabolism, or excretion properties. Task type varies by dataset: regression for continuous measurements (e.g., permeability, clearance, half-life) or binary classification for categorical outcomes (e.g., BBB penetration, CYP inhibition). Dataset: pgp_broccatelli.. This data is from P-glycoprotein inhibition data for predicting drug efflux from Broccatelli et al.. (1) The compound is COc1cccc(CCc2ccccc2OCc2cccnc2)c1. The result is 0 (non-inhibitor). (2) The compound is COc1ccc2c3c1O[C@H]1C(=O)CC[C@H]4[C@@H](C2)N(C)CC[C@]314. The result is 0 (non-inhibitor). (3) The compound is NS(=O)(=O)c1cc(C(=O)O)c(NCc2ccco2)cc1Cl. The result is 0 (non-inhibitor). (4) The molecule is O=C(CCc1ccccc1)c1cccc(OC[C@H](O)CN2CCN(c3ccc(F)cc3)CC2)c1. The result is 1 (inhibitor). (5) The drug is COc1ccc(C[C@@H](N)C(=O)N[C@@H]2[C@@H](CO)O[C@H](n3cnc4c(N(C)C)ncnc43)[C@@H]2O)cc1. The result is 0 (non-inhibitor). (6) The molecule is CC(C)(C)OC(=O)CN(Cc1ccccc1)[C@H]1c2cc(C#N)ccc2OC(C)(C)[C@@H]1O. The result is 1 (inhibitor).